Dataset: Peptide-MHC class I binding affinity with 185,985 pairs from IEDB/IMGT. Task: Regression. Given a peptide amino acid sequence and an MHC pseudo amino acid sequence, predict their binding affinity value. This is MHC class I binding data. (1) The peptide sequence is YLAKLFLDH. The MHC is HLA-B57:01 with pseudo-sequence HLA-B57:01. The binding affinity (normalized) is 0.0847. (2) The peptide sequence is NPTQAPVIQLHAVY. The MHC is HLA-A02:06 with pseudo-sequence HLA-A02:06. The binding affinity (normalized) is 0.0106. (3) The peptide sequence is SLPPPGTRV. The MHC is HLA-A02:01 with pseudo-sequence HLA-A02:01. The binding affinity (normalized) is 0.556. (4) The peptide sequence is AFHQLVQVI. The MHC is HLA-A69:01 with pseudo-sequence HLA-A69:01. The binding affinity (normalized) is 0.0847. (5) The peptide sequence is QASQDVKNW. The MHC is HLA-B27:05 with pseudo-sequence HLA-B27:05. The binding affinity (normalized) is 0.